Predict the reactants needed to synthesize the given product. From a dataset of Full USPTO retrosynthesis dataset with 1.9M reactions from patents (1976-2016). (1) The reactants are: Cl[C:2]1[N:7]=[C:6]([N:8]2[CH2:12][CH2:11][CH2:10][CH:9]2[C:13]2[CH:18]=[CH:17][C:16]([CH3:19])=[CH:15][CH:14]=2)[N:5]=[C:4]([C:20]2[CH:21]=[N:22][CH:23]=[N:24][CH:25]=2)[C:3]=1[O:26][CH3:27].[NH2:28][C:29]1[S:30][C:31]([C:34]#[N:35])=[CH:32][N:33]=1.CC(C1C=C(C(C)C)C(C2C(P(C(C)(C)C)C(C)(C)C)=CC=CC=2)=C(C(C)C)C=1)C.P([O-])([O-])([O-])=O.[K+].[K+].[K+]. Given the product [CH3:27][O:26][C:3]1[C:4]([C:20]2[CH:21]=[N:22][CH:23]=[N:24][CH:25]=2)=[N:5][C:6]([N:8]2[CH2:12][CH2:11][CH2:10][CH:9]2[C:13]2[CH:18]=[CH:17][C:16]([CH3:19])=[CH:15][CH:14]=2)=[N:7][C:2]=1[NH:28][C:29]1[S:30][C:31]([C:34]#[N:35])=[CH:32][N:33]=1, predict the reactants needed to synthesize it. (2) Given the product [CH3:11][O:10][C:7]1[CH:8]=[CH:9][C:2]2[O:1][C:19]([C:20]([O:22][CH3:23])=[O:21])=[CH:4][C:3]=2[CH:6]=1, predict the reactants needed to synthesize it. The reactants are: [OH:1][C:2]1[CH:9]=[CH:8][C:7]([O:10][CH3:11])=[CH:6][C:3]=1[CH:4]=O.C(=O)([O-])[O-].[K+].[K+].Br[CH2:19][C:20]([O:22][CH3:23])=[O:21].